Dataset: Forward reaction prediction with 1.9M reactions from USPTO patents (1976-2016). Task: Predict the product of the given reaction. (1) Given the reactants [S:1]1[CH:5]=[CH:4][CH:3]=[CH:2]1.C([Li])CCC.[CH3:11][Si:12](Cl)([CH3:14])[CH3:13], predict the reaction product. The product is: [CH3:11][Si:12]([CH3:14])([CH3:13])[C:2]1[S:1][C:5]([Si:12]([CH3:14])([CH3:13])[CH3:11])=[CH:4][CH:3]=1. (2) Given the reactants Cl.Cl.[N:3]12[CH2:11][CH2:10][CH:7]([CH2:8][CH2:9]1)[NH:6][CH2:5][CH2:4]2.C(N(C(C)C)CC)(C)C.Cl[C:22](Cl)([O:24][C:25](=[O:31])OC(Cl)(Cl)Cl)Cl.[Br:33][C:34]1[CH:39]=[CH:38]C(O)=[CH:36][CH:35]=1, predict the reaction product. The product is: [Br:33][C:34]1[CH:39]=[CH:38][C:22]([O:24][C:25]([N:6]2[CH:7]3[CH2:10][CH2:11][N:3]([CH2:9][CH2:8]3)[CH2:4][CH2:5]2)=[O:31])=[CH:36][CH:35]=1. (3) Given the reactants Cl[C:2]1[N:10]=[C:9]2[C:5]([N:6]=[CH:7][N:8]2[CH3:11])=[C:4]([NH:12][C:13]2[CH:18]=[CH:17][C:16]([Cl:19])=[CH:15][CH:14]=2)[N:3]=1.[Cl:20][C:21]1[NH:25][N:24]=[C:23]([CH3:26])[CH:22]=1, predict the reaction product. The product is: [Cl:20][C:21]1[N:25]([C:2]2[N:10]=[C:9]3[C:5]([N:6]=[CH:7][N:8]3[CH3:11])=[C:4]([NH:12][C:13]3[CH:18]=[CH:17][C:16]([Cl:19])=[CH:15][CH:14]=3)[N:3]=2)[N:24]=[C:23]([CH3:26])[CH:22]=1. (4) Given the reactants [C:1]1([N:7]2[C:12](=O)C3SC=C(C4C=CC=CC=4)C=3N=C2)[CH:6]=[CH:5][CH:4]=[CH:3][CH:2]=1.[NH2:23][C:24]1[C:28]([C:29]2[CH:34]=[CH:33][C:32]([O:35][CH3:36])=[C:31]([O:37][CH3:38])[CH:30]=2)=[CH:27][S:26][C:25]=1[C:39]([O:41]C)=O.[CH:43](OCC)(OCC)[O:44]CC.ClC1C=CC(N)=CC=1, predict the reaction product. The product is: [CH3:38][O:37][C:31]1[CH:30]=[C:29]([C:28]2[C:24]3[N:23]=[CH:12][N:7]([C:1]4[CH:2]=[CH:3][C:4]([O:44][CH3:43])=[CH:5][CH:6]=4)[C:39](=[O:41])[C:25]=3[S:26][CH:27]=2)[CH:34]=[CH:33][C:32]=1[O:35][CH3:36]. (5) Given the reactants [C:1]1([N:7]=[C:8]([NH:10][C:11](=[S:20])[NH:12][CH2:13][C:14]2[CH:15]=[N:16][CH:17]=[CH:18][CH:19]=2)[CH3:9])[CH:6]=[CH:5][CH:4]=[CH:3][CH:2]=1.[Br:21]Br, predict the reaction product. The product is: [BrH:21].[BrH:21].[CH3:9][C:8]1[N:7]([C:1]2[CH:2]=[CH:3][CH:4]=[CH:5][CH:6]=2)[S:20][C:11](=[N:12][CH2:13][C:14]2[CH:15]=[N:16][CH:17]=[CH:18][CH:19]=2)[N:10]=1. (6) Given the reactants [NH2:1][C@@H:2]1[CH2:7][CH2:6][C@H:5]([NH:8][C:9]2[C:10]3[S:24][CH:23]=[CH:22][C:11]=3[N:12]=[C:13]([NH:15][C:16]3[CH:17]=[N:18][N:19]([CH3:21])[CH:20]=3)[N:14]=2)[CH2:4][CH2:3]1.[C:25](O)(=[O:28])[C:26]#[CH:27].C(N(CC)C(C)C)(C)C.CN(C(ON1N=NC2C=CC=CC1=2)=[N+](C)C)C.[B-](F)(F)(F)F, predict the reaction product. The product is: [CH3:21][N:19]1[CH:20]=[C:16]([NH:15][C:13]2[N:14]=[C:9]([NH:8][C@@H:5]3[CH2:6][CH2:7][C@H:2]([NH:1][C:25](=[O:28])[C:26]#[CH:27])[CH2:3][CH2:4]3)[C:10]3[S:24][CH:23]=[CH:22][C:11]=3[N:12]=2)[CH:17]=[N:18]1.